Dataset: Forward reaction prediction with 1.9M reactions from USPTO patents (1976-2016). Task: Predict the product of the given reaction. (1) Given the reactants F[C:2]1[CH:24]=[CH:23][CH:22]=[C:21]([O:25][CH3:26])[C:3]=1[C:4]([N:6]1[CH2:11][CH2:10][N:9]([C:12]([O:14][C:15]([CH3:18])([CH3:17])[CH3:16])=[O:13])[CH2:8][CH:7]1[CH2:19][OH:20])=[O:5].[H-].[Na+].O, predict the reaction product. The product is: [CH3:26][O:25][C:21]1[C:3]2[C:4](=[O:5])[N:6]3[CH2:11][CH2:10][N:9]([C:12]([O:14][C:15]([CH3:18])([CH3:17])[CH3:16])=[O:13])[CH2:8][CH:7]3[CH2:19][O:20][C:2]=2[CH:24]=[CH:23][CH:22]=1. (2) Given the reactants BrC1C(F)=CC2OCC(F)C3SC(C(OCC)=O)=[N:11]C=3C=2C=1.C([C@]1(O)CCN(C)C1=O)#C.[F:33][CH:34]1[C:43]2[S:42][C:41]([C:44]([O:46]CC)=O)=[N:40][C:39]=2[C:38]2[CH:49]=[C:50]([C:54]#[C:55][C@:56]3([OH:63])[CH2:60][CH2:59][N:58]([CH3:61])[C:57]3=[O:62])[C:51]([F:53])=[CH:52][C:37]=2[O:36][CH2:35]1, predict the reaction product. The product is: [F:33][CH:34]1[C:43]2[S:42][C:41]([C:44]([NH2:11])=[O:46])=[N:40][C:39]=2[C:38]2[CH:49]=[C:50]([C:54]#[C:55][C@:56]3([OH:63])[CH2:60][CH2:59][N:58]([CH3:61])[C:57]3=[O:62])[C:51]([F:53])=[CH:52][C:37]=2[O:36][CH2:35]1. (3) Given the reactants Br[C:2]1[CH:7]=[CH:6][C:5]([C:8]2[N:9]([C:28]3[CH:33]=[CH:32][C:31]([Cl:34])=[CH:30][CH:29]=3)[C:10](=[O:27])[C:11]3C=N[N:14]([C:17]4[CH:18]=[C:19]([S:23](N)(=[O:25])=[O:24])[CH:20]=[CH:21][CH:22]=4)[C:12]=3[N:13]=2)=[CH:4][CH:3]=1.[B:35]1([B:35]2[O:39][C:38]([CH3:41])([CH3:40])[C:37]([CH3:43])([CH3:42])[O:36]2)[O:39][C:38]([CH3:41])([CH3:40])[C:37]([CH3:43])([CH3:42])[O:36]1.[C:53]([O-])(=O)C.[K+].[CH3:58][N:59](C)C=O, predict the reaction product. The product is: [Cl:34][C:31]1[CH:30]=[CH:29][C:28]([N:9]2[C:10](=[O:27])[C:11]3[N:59]=[CH:58][N:14]([C:17]4[CH:22]=[CH:21][CH:20]=[C:19]([S:23]([CH3:53])(=[O:25])=[O:24])[CH:18]=4)[C:12]=3[N:13]=[C:8]2[C:5]2[CH:4]=[CH:3][C:2]([B:35]3[O:39][C:38]([CH3:41])([CH3:40])[C:37]([CH3:43])([CH3:42])[O:36]3)=[CH:7][CH:6]=2)=[CH:33][CH:32]=1.